This data is from Full USPTO retrosynthesis dataset with 1.9M reactions from patents (1976-2016). The task is: Predict the reactants needed to synthesize the given product. (1) Given the product [NH2:65][S:43]([N:42]([CH2:33][C@@H:10]1[CH2:11][C@@H:12]([O:14][C:15]2[CH:20]=[C:19]([NH:21][C@@H:22]3[C:30]4[C:25](=[CH:26][CH:27]=[CH:28][CH:29]=4)[CH2:24][C@@H:23]3[O:31][CH3:32])[N:18]=[CH:17][N:16]=2)[CH2:13][C@@H:9]1[O:8][Si:1]([C:4]([CH3:7])([CH3:6])[CH3:5])([CH3:3])[CH3:2])[C:35](=[O:36])[O:37][C:38]([CH3:41])([CH3:40])[CH3:39])(=[O:44])=[O:45], predict the reactants needed to synthesize it. The reactants are: [Si:1]([O:8][C@H:9]1[CH2:13][C@H:12]([O:14][C:15]2[CH:20]=[C:19]([NH:21][C@@H:22]3[C:30]4[C:25](=[CH:26][CH:27]=[CH:28][CH:29]=4)[CH2:24][C@@H:23]3[O:31][CH3:32])[N:18]=[CH:17][N:16]=2)[CH2:11][C@H:10]1[CH2:33]O)([C:4]([CH3:7])([CH3:6])[CH3:5])([CH3:3])[CH3:2].[C:35]([NH:42][SH:43](=[O:45])=[O:44])([O:37][C:38]([CH3:41])([CH3:40])[CH3:39])=[O:36].C1(P(C2C=CC=CC=2)C2C=CC=CC=2)C=CC=CC=1.[N:65](C(OCC)=O)=NC(OCC)=O. (2) Given the product [F:1][C:2]([F:13])([F:14])[C:3]1[CH:8]=[C:7]([Br:24])[CH:6]=[C:5]([C:9]([F:10])([F:11])[F:12])[CH:4]=1, predict the reactants needed to synthesize it. The reactants are: [F:1][C:2]([F:14])([F:13])[C:3]1[CH:8]=[CH:7][CH:6]=[C:5]([C:9]([F:12])([F:11])[F:10])[CH:4]=1.C(O)(=O)C.S(=O)(=O)(O)O.[Br:24]N1C(C)(C)C(=O)N(Br)C1=O. (3) Given the product [ClH:1].[CH3:19][N:20]([CH3:27])[CH2:21][C:22]([CH3:26])([CH3:25])[CH2:23][NH:24][C:2]1[CH:7]=[CH:6][N:5]=[C:4]([NH:8][C:9]2[CH:14]=[CH:13][CH:12]=[C:11]([C:15]([F:18])([F:17])[F:16])[CH:10]=2)[N:3]=1, predict the reactants needed to synthesize it. The reactants are: [Cl:1][C:2]1[CH:7]=[CH:6][N:5]=[C:4]([NH:8][C:9]2[CH:14]=[CH:13][CH:12]=[C:11]([C:15]([F:18])([F:17])[F:16])[CH:10]=2)[N:3]=1.[CH3:19][N:20]([CH3:27])[CH2:21][C:22]([CH3:26])([CH3:25])[CH2:23][NH2:24].C(N(C(C)C)CC)(C)C.Cl. (4) The reactants are: P(Cl)(Cl)(Cl)=O.C1(S([N:15]2[C:23]3[C:18](=[C:19]([CH2:24][C:25]([C:27]4[CH:32]=[CH:31][N:30]=[CH:29][CH:28]=4)=O)[CH:20]=[CH:21][CH:22]=3)[CH:17]=[N:16]2)(=O)=O)C=CC=CC=1.Cl.NO.O.[NH2:37][NH2:38].C[N:40]([CH3:43])C=O. Given the product [NH:15]1[C:23]2[C:18](=[C:19]([C:24]3[C:25]([C:27]4[CH:28]=[CH:29][N:30]=[CH:31][CH:32]=4)=[N:37][NH:38][C:43]=3[NH2:40])[CH:20]=[CH:21][CH:22]=2)[CH:17]=[N:16]1, predict the reactants needed to synthesize it. (5) Given the product [CH2:1]([O:8][C@@H:9]1[C@@H:14]([O:15][CH2:16][C:17]2[CH:22]=[CH:21][CH:20]=[CH:19][CH:18]=2)[C@H:13]([O:23][CH2:24][C:25]2[CH:30]=[CH:29][CH:28]=[CH:27][CH:26]=2)[C@@H:12]([CH2:31][O:32][CH2:33][C:34]2[CH:39]=[CH:38][CH:37]=[CH:36][CH:35]=2)[O:11][C@H:10]1[C:40]1[CH:45]=[CH:44][C:43]([Cl:46])=[C:42]([CH2:47][C:48]2[S:49][C:50]([C:59]3[N:64]=[CH:63][CH:62]=[CH:61][N:60]=3)=[CH:51][CH:52]=2)[CH:41]=1)[C:2]1[CH:7]=[CH:6][CH:5]=[CH:4][CH:3]=1, predict the reactants needed to synthesize it. The reactants are: [CH2:1]([O:8][C@@H:9]1[C@@H:14]([O:15][CH2:16][C:17]2[CH:22]=[CH:21][CH:20]=[CH:19][CH:18]=2)[C@H:13]([O:23][CH2:24][C:25]2[CH:30]=[CH:29][CH:28]=[CH:27][CH:26]=2)[C@@H:12]([CH2:31][O:32][CH2:33][C:34]2[CH:39]=[CH:38][CH:37]=[CH:36][CH:35]=2)[O:11][C@H:10]1[C:40]1[CH:45]=[CH:44][C:43]([Cl:46])=[C:42]([CH2:47][C:48]2[S:49][C:50](Br)=[CH:51][CH:52]=2)[CH:41]=1)[C:2]1[CH:7]=[CH:6][CH:5]=[CH:4][CH:3]=1.C([Sn](CCCC)(CCCC)[C:59]1[N:64]=[CH:63][CH:62]=[CH:61][N:60]=1)CCC.O. (6) Given the product [CH3:18][C:15]1[CH:16]=[CH:17][C:12]([CH:8]([C:5]2[CH:4]=[CH:3][C:2]([CH3:1])=[CH:7][CH:6]=2)[C:9]([NH:19][CH2:20][CH2:21][CH2:22][N:23]2[CH2:28][CH2:27][CH:26]([C:29]3[CH:30]=[C:31]([NH:36][C:37](=[O:41])[CH:38]([CH3:39])[CH3:40])[CH:32]=[CH:33][C:34]=3[F:35])[CH2:25][CH2:24]2)=[O:11])=[CH:13][CH:14]=1, predict the reactants needed to synthesize it. The reactants are: [CH3:1][C:2]1[CH:7]=[CH:6][C:5]([CH:8]([C:12]2[CH:17]=[CH:16][C:15]([CH3:18])=[CH:14][CH:13]=2)[C:9]([OH:11])=O)=[CH:4][CH:3]=1.[NH2:19][CH2:20][CH2:21][CH2:22][N:23]1[CH2:28][CH2:27][CH:26]([C:29]2[CH:30]=[C:31]([NH:36][C:37](=[O:41])[CH:38]([CH3:40])[CH3:39])[CH:32]=[CH:33][C:34]=2[F:35])[CH2:25][CH2:24]1.